From a dataset of Forward reaction prediction with 1.9M reactions from USPTO patents (1976-2016). Predict the product of the given reaction. (1) Given the reactants [NH:1](C(OCC1C2C(=CC=CC=2)C2C1=CC=CC=2)=O)[C@@H:2]([C:7]([NH2:9])=[O:8])[CH2:3][CH:4]([CH3:6])[CH3:5], predict the reaction product. The product is: [NH2:1][C@@H:2]([C:7]([NH2:9])=[O:8])[CH2:3][CH:4]([CH3:6])[CH3:5]. (2) The product is: [Cl:1][C:2]1[CH:7]=[CH:6][CH:5]=[CH:4][C:3]=1[C:8]1[CH:9]=[CH:10][C:11]([NH:14][S:22]([C:20]2[CH:21]=[C:16]([F:15])[CH:17]=[CH:18][C:19]=2[CH3:26])(=[O:23])=[O:24])=[N:12][CH:13]=1. Given the reactants [Cl:1][C:2]1[CH:7]=[CH:6][CH:5]=[CH:4][C:3]=1[C:8]1[CH:9]=[CH:10][C:11]([NH2:14])=[N:12][CH:13]=1.[F:15][C:16]1[CH:17]=[CH:18][C:19]([CH3:26])=[C:20]([S:22](Cl)(=[O:24])=[O:23])[CH:21]=1, predict the reaction product. (3) Given the reactants [NH2:1][C:2]1[CH:3]=[C:4]([CH:7]=[CH:8][CH:9]=1)[CH2:5][NH2:6].C(N(CC)CC)C.[C:17](O[C:17]([O:19][C:20]([CH3:23])([CH3:22])[CH3:21])=[O:18])([O:19][C:20]([CH3:23])([CH3:22])[CH3:21])=[O:18], predict the reaction product. The product is: [NH2:1][C:2]1[CH:3]=[C:4]([CH:7]=[CH:8][CH:9]=1)[CH2:5][NH:6][C:17](=[O:18])[O:19][C:20]([CH3:23])([CH3:22])[CH3:21]. (4) Given the reactants [CH2:1]([C:3]1[N:13]([CH2:14][C:15]2[CH:20]=[CH:19][C:18](/[CH:21]=[CH:22]/[CH2:23]O)=[CH:17][CH:16]=2)[C:6]2=[N:7][C:8]([CH3:12])=[CH:9][C:10]([CH3:11])=[C:5]2[N:4]=1)[CH3:2].[CH:25]([N:28]1[CH2:33][CH2:32][NH:31][CH2:30][CH:29]1[CH3:34])([CH3:27])[CH3:26], predict the reaction product. The product is: [CH2:1]([C:3]1[N:13]([CH2:14][C:15]2[CH:20]=[CH:19][C:18](/[CH:21]=[CH:22]/[CH2:23][N:31]3[CH2:32][CH2:33][N:28]([CH:25]([CH3:27])[CH3:26])[CH:29]([CH3:34])[CH2:30]3)=[CH:17][CH:16]=2)[C:6]2=[N:7][C:8]([CH3:12])=[CH:9][C:10]([CH3:11])=[C:5]2[N:4]=1)[CH3:2].